Dataset: Reaction yield outcomes from USPTO patents with 853,638 reactions. Task: Predict the reaction yield, written as a fraction of the theoretical maximum amount of product (1.0 means a 100% yield; for example, 0.34 means a 34% yield). (1) The reactants are [CH3:1][N:2]([C:9]1[N:14]=[CH:13][N:12]=[C:11]([NH:15][C:16]2[CH:17]=[C:18]([NH:22]C(=O)OC(C)(C)C)[CH:19]=[CH:20][CH:21]=2)[CH:10]=1)[C:3]1[CH:8]=[CH:7][CH:6]=[CH:5][CH:4]=1. The catalyst is C(O)(C(F)(F)F)=O. The product is [CH3:1][N:2]([C:9]1[N:14]=[CH:13][N:12]=[C:11]([NH:15][C:16]2[CH:17]=[C:18]([NH2:22])[CH:19]=[CH:20][CH:21]=2)[CH:10]=1)[C:3]1[CH:8]=[CH:7][CH:6]=[CH:5][CH:4]=1. The yield is 0.750. (2) The reactants are [C:1](Cl)(=O)C(Cl)=O.[CH2:7]([N:14]([CH2:24][C:25]1[CH:30]=[CH:29][CH:28]=[CH:27][CH:26]=1)[CH:15]1[CH2:19][CH:18]([C:20](O)=[O:21])[CH:17]([CH3:23])[CH2:16]1)[C:8]1[CH:13]=[CH:12][CH:11]=[CH:10][CH:9]=1.CN(C=O)C.C[Si](C=[N+]=[N-])(C)C.[BrH:43].C([O-])(O)=O.[Na+]. The catalyst is C(Cl)Cl.C1COCC1.CC#N. The product is [Br:43][CH2:1][C:20]([CH:18]1[CH2:19][CH:15]([N:14]([CH2:24][C:25]2[CH:26]=[CH:27][CH:28]=[CH:29][CH:30]=2)[CH2:7][C:8]2[CH:9]=[CH:10][CH:11]=[CH:12][CH:13]=2)[CH2:16][CH:17]1[CH3:23])=[O:21]. The yield is 0.690. (3) The reactants are [C:1]([C:3]1[CH:8]=[CH:7][C:6]([S:9]([CH3:12])(=[O:11])=[O:10])=[CH:5][CH:4]=1)#[CH:2].C(N(CC)CC)C.Br[C:21]1[CH:28]=[C:27]([F:29])[CH:26]=[CH:25][C:22]=1[CH:23]=[O:24]. The catalyst is ClCCl.Cl[Pd](Cl)([P](C1C=CC=CC=1)(C1C=CC=CC=1)C1C=CC=CC=1)[P](C1C=CC=CC=1)(C1C=CC=CC=1)C1C=CC=CC=1.[Cu]I. The product is [F:29][C:27]1[CH:28]=[CH:21][C:22]([CH:23]=[O:24])=[C:25]([C:2]#[C:1][C:3]2[CH:4]=[CH:5][C:6]([S:9]([CH3:12])(=[O:10])=[O:11])=[CH:7][CH:8]=2)[CH:26]=1. The yield is 0.790. (4) The reactants are [CH:1]1([N:5]2[CH2:10][CH2:9][N:8]([C:11]([C:13]3[CH:14]=[C:15]4[C:19](=[CH:20][CH:21]=3)[NH:18][C:17]([C:22]([N:24]3[CH2:29][CH2:28][S:27](=[O:31])(=[O:30])[CH2:26][CH2:25]3)=[O:23])=[CH:16]4)=[O:12])[CH2:7][CH2:6]2)[CH2:4][CH2:3][CH2:2]1.[F:32][C:33]([F:45])([F:44])[O:34][C:35]1[CH:36]=[C:37](B(O)O)[CH:38]=[CH:39][CH:40]=1.N1C=CC=CC=1. The catalyst is ClCCl.C([O-])(=O)C.[Cu+2].C([O-])(=O)C. The product is [CH:1]1([N:5]2[CH2:6][CH2:7][N:8]([C:11]([C:13]3[CH:14]=[C:15]4[C:19](=[CH:20][CH:21]=3)[N:18]([C:37]3[CH:38]=[CH:39][CH:40]=[C:35]([O:34][C:33]([F:32])([F:44])[F:45])[CH:36]=3)[C:17]([C:22]([N:24]3[CH2:29][CH2:28][S:27](=[O:30])(=[O:31])[CH2:26][CH2:25]3)=[O:23])=[CH:16]4)=[O:12])[CH2:9][CH2:10]2)[CH2:2][CH2:3][CH2:4]1. The yield is 0.610. (5) The reactants are [NH2:1][C:2]1[CH:11]=[C:10]([C:12]2[C:21]3[C:16](=[CH:17][C:18]([O:27][CH2:28][CH3:29])=[C:19]4[O:24][C:23]([CH3:26])([CH3:25])[CH2:22][C:20]4=3)[CH2:15][C:14]([CH3:31])([CH3:30])[N:13]=2)[CH:9]=[CH:8][C:3]=1[C:4]([O:6][CH3:7])=[O:5].[Cl:32][CH2:33][C:34](Cl)=[O:35]. The catalyst is CN(C)C(=O)C. The product is [Cl:32][CH2:33][C:34]([NH:1][C:2]1[CH:11]=[C:10]([C:12]2[C:21]3[C:16](=[CH:17][C:18]([O:27][CH2:28][CH3:29])=[C:19]4[O:24][C:23]([CH3:26])([CH3:25])[CH2:22][C:20]4=3)[CH2:15][C:14]([CH3:30])([CH3:31])[N:13]=2)[CH:9]=[CH:8][C:3]=1[C:4]([O:6][CH3:7])=[O:5])=[O:35]. The yield is 0.990. (6) The reactants are [C:1]([C:3]1[CH:4]=[C:5]2[C:10](=[CH:11][C:12]=1[O:13][CH2:14][CH:15]1[CH2:20][CH2:19][N:18](OC(OC(C)(C)C)=O)[CH2:17][CH2:16]1)[N:9]=[CH:8][CH:7]=[C:6]2[O:29][C:30]1[CH:31]=[C:32]2[C:36](=[CH:37][CH:38]=1)[N:35]([C:39](=[O:43])[NH:40][CH2:41][CH3:42])[CH:34]=[CH:33]2)#[N:2].O. The catalyst is FC(F)(F)C(O)=O. The product is [C:1]([C:3]1[CH:4]=[C:5]2[C:10](=[CH:11][C:12]=1[O:13][CH2:14][CH:15]1[CH2:20][CH2:19][NH:18][CH2:17][CH2:16]1)[N:9]=[CH:8][CH:7]=[C:6]2[O:29][C:30]1[CH:31]=[C:32]2[C:36](=[CH:37][CH:38]=1)[N:35]([C:39](=[O:43])[NH:40][CH2:41][CH3:42])[CH:34]=[CH:33]2)#[N:2]. The yield is 0.890. (7) The reactants are [OH:1][C:2]1[CH:10]=[CH:9][C:5]([CH2:6][CH2:7][OH:8])=[CH:4][CH:3]=1.C([O-])([O-])=O.[K+].[K+].Cl[C:18]1[S:19][C:20]2[C:21]([N:26]=1)=[N:22][CH:23]=[CH:24][CH:25]=2.C([O-])([O-])=O.[Na+].[Na+]. The catalyst is CC#N. The product is [S:19]1[C:20]2[C:21](=[N:22][CH:23]=[CH:24][CH:25]=2)[N:26]=[C:18]1[O:1][C:2]1[CH:10]=[CH:9][C:5]([CH2:6][CH2:7][OH:8])=[CH:4][CH:3]=1. The yield is 0.740.